This data is from Catalyst prediction with 721,799 reactions and 888 catalyst types from USPTO. The task is: Predict which catalyst facilitates the given reaction. (1) Reactant: [CH2:1]1[C:6](=O)N(Cl)C(=O)[CH2:2]1.[F:9][C:10]1[CH:18]=[C:17]([O:19][CH3:20])[CH:16]=[CH:15][C:11]=1[CH:12]=[N:13][OH:14].C(OC(C)=C)(=O)C.C(N(CC)CC)C. Product: [F:9][C:10]1[CH:18]=[C:17]([O:19][CH3:20])[CH:16]=[CH:15][C:11]=1[C:12]1[CH:2]=[C:1]([CH3:6])[O:14][N:13]=1. The catalyst class is: 163. (2) Reactant: C(O[C:6]([NH:8][C:9]12[CH2:15][C:13]([C:16](O)=O)([CH2:14]1)[CH2:12][CH2:11][CH2:10]2)=[O:7])(C)(C)C.[C:19]1([NH2:26])[CH:24]=[CH:23][CH:22]=[CH:21][C:20]=1[NH2:25].C(N(CC)CC)C.CN(C([O:41]N1N=NC2C=CC=NC1=2)=[N+](C)C)C.F[P-](F)(F)(F)(F)F.C(OC(=O)NC12CC(C(=O)N[C:74]3[CH:79]=[CH:78][CH:77]=[CH:76][C:75]=3N)(C1)CCC2)(C)(C)C.[C:83]([O:87]C(=O)NC12CC(C3NC4C=CC=CC=4N=3)(C1)CCC2)([CH3:86])(C)C.[OH-].[NH4+]. Product: [NH:25]1[C:20]2[CH:21]=[CH:22][CH:23]=[CH:24][C:19]=2[N:26]=[C:16]1[C:13]12[CH2:14][C:9]([NH:8][C:6]([C:77]3[CH:78]=[CH:79][C:74]4[O:41][CH2:86][CH2:83][O:87][C:75]=4[CH:76]=3)=[O:7])([CH2:15]1)[CH2:10][CH2:11][CH2:12]2. The catalyst class is: 121. (3) Reactant: [CH3:1][N:2]([C@H:18]([C:20]1[CH:25]=[CH:24][CH:23]=[CH:22][CH:21]=1)[CH3:19])[C:3]1[C:4](=[O:17])[NH:5][C:6]2[C:11]([N:12]=1)=[CH:10][C:9]([C:13]([O:15][CH3:16])=[O:14])=[CH:8][CH:7]=2.N1C=CC=CC=1.[O:32](S(C(F)(F)F)(=O)=O)[S:33]([C:36]([F:39])([F:38])[F:37])(=O)=[O:34]. Product: [CH3:1][N:2]([C@H:18]([C:20]1[CH:21]=[CH:22][CH:23]=[CH:24][CH:25]=1)[CH3:19])[C:3]1[C:4]([O:17][S:33]([C:36]([F:39])([F:38])[F:37])(=[O:34])=[O:32])=[N:5][C:6]2[C:11]([N:12]=1)=[CH:10][C:9]([C:13]([O:15][CH3:16])=[O:14])=[CH:8][CH:7]=2. The catalyst class is: 4. (4) Reactant: CN(C)C=O.CS([O:10][CH2:11][CH2:12][CH2:13][CH2:14][C:15]([CH3:19])=[C:16]([F:18])[F:17])(=O)=O.[Cl:20][C:21]1[C:25]([CH2:26][CH3:27])=[N:24][N:23]([CH3:28])[C:22]=1[C:29](O)=[O:30].C(=O)([O-])O.[Na+]. Product: [Cl:20][C:21]1[C:25]([CH2:26][CH3:27])=[N:24][N:23]([CH3:28])[C:22]=1[C:29]([O:10][CH2:11][CH2:12][CH2:13][CH2:14][C:15]([CH3:19])=[C:16]([F:18])[F:17])=[O:30]. The catalyst class is: 6.